Dataset: NCI-60 drug combinations with 297,098 pairs across 59 cell lines. Task: Regression. Given two drug SMILES strings and cell line genomic features, predict the synergy score measuring deviation from expected non-interaction effect. (1) Drug 1: C1CC(=O)NC(=O)C1N2CC3=C(C2=O)C=CC=C3N. Drug 2: C1=NC2=C(N=C(N=C2N1C3C(C(C(O3)CO)O)F)Cl)N. Cell line: TK-10. Synergy scores: CSS=11.6, Synergy_ZIP=-7.72, Synergy_Bliss=-1.30, Synergy_Loewe=-24.1, Synergy_HSA=-1.79. (2) Cell line: 786-0. Synergy scores: CSS=30.8, Synergy_ZIP=0.245, Synergy_Bliss=3.23, Synergy_Loewe=-14.5, Synergy_HSA=4.53. Drug 1: C1CCC(C1)C(CC#N)N2C=C(C=N2)C3=C4C=CNC4=NC=N3. Drug 2: CCC1(C2=C(COC1=O)C(=O)N3CC4=CC5=C(C=CC(=C5CN(C)C)O)N=C4C3=C2)O.Cl. (3) Drug 1: C1C(C(OC1N2C=C(C(=O)NC2=O)F)CO)O. Drug 2: C1=CN(C(=O)N=C1N)C2C(C(C(O2)CO)O)O.Cl. Cell line: SK-OV-3. Synergy scores: CSS=25.1, Synergy_ZIP=-5.68, Synergy_Bliss=2.34, Synergy_Loewe=1.05, Synergy_HSA=3.29. (4) Drug 1: CN1CCC(CC1)COC2=C(C=C3C(=C2)N=CN=C3NC4=C(C=C(C=C4)Br)F)OC. Drug 2: CC1=C(C(=O)C2=C(C1=O)N3CC4C(C3(C2COC(=O)N)OC)N4)N. Cell line: UACC62. Synergy scores: CSS=38.4, Synergy_ZIP=-1.33, Synergy_Bliss=0.666, Synergy_Loewe=-14.7, Synergy_HSA=3.15. (5) Cell line: OVCAR3. Drug 1: CC1OCC2C(O1)C(C(C(O2)OC3C4COC(=O)C4C(C5=CC6=C(C=C35)OCO6)C7=CC(=C(C(=C7)OC)O)OC)O)O. Drug 2: CC(C)CN1C=NC2=C1C3=CC=CC=C3N=C2N. Synergy scores: CSS=36.2, Synergy_ZIP=5.24, Synergy_Bliss=5.62, Synergy_Loewe=1.23, Synergy_HSA=3.80. (6) Drug 1: C1=CC(=CC=C1CC(C(=O)O)N)N(CCCl)CCCl.Cl. Drug 2: CC1CCCC2(C(O2)CC(NC(=O)CC(C(C(=O)C(C1O)C)(C)C)O)C(=CC3=CSC(=N3)C)C)C. Cell line: COLO 205. Synergy scores: CSS=3.92, Synergy_ZIP=0.197, Synergy_Bliss=4.75, Synergy_Loewe=-4.61, Synergy_HSA=-0.661. (7) Drug 1: CC12CCC(CC1=CCC3C2CCC4(C3CC=C4C5=CN=CC=C5)C)O. Drug 2: CC1=CC2C(CCC3(C2CCC3(C(=O)C)OC(=O)C)C)C4(C1=CC(=O)CC4)C. Cell line: NCIH23. Synergy scores: CSS=6.29, Synergy_ZIP=-0.332, Synergy_Bliss=0.0107, Synergy_Loewe=-6.46, Synergy_HSA=-2.91. (8) Drug 1: CC1=C2C(C(=O)C3(C(CC4C(C3C(C(C2(C)C)(CC1OC(=O)C(C(C5=CC=CC=C5)NC(=O)OC(C)(C)C)O)O)OC(=O)C6=CC=CC=C6)(CO4)OC(=O)C)OC)C)OC. Drug 2: C1=NC2=C(N1)C(=S)N=C(N2)N. Cell line: MDA-MB-435. Synergy scores: CSS=84.8, Synergy_ZIP=7.38, Synergy_Bliss=6.34, Synergy_Loewe=-0.937, Synergy_HSA=8.91. (9) Drug 1: CN(C)C1=NC(=NC(=N1)N(C)C)N(C)C. Drug 2: C1=NC2=C(N=C(N=C2N1C3C(C(C(O3)CO)O)F)Cl)N. Cell line: SK-MEL-2. Synergy scores: CSS=24.1, Synergy_ZIP=-4.00, Synergy_Bliss=-9.19, Synergy_Loewe=-50.0, Synergy_HSA=-11.4.